This data is from Reaction yield outcomes from USPTO patents with 853,638 reactions. The task is: Predict the reaction yield, written as a fraction of the theoretical maximum amount of product (1.0 means a 100% yield; for example, 0.34 means a 34% yield). (1) The reactants are Cl[C:2]1[C:11]2[C:6](=[CH:7][CH:8]=[CH:9][CH:10]=2)[CH:5]=[C:4]([C:12]2[CH:17]=[CH:16][CH:15]=[CH:14][C:13]=2[C:18]([F:21])([F:20])[F:19])[N:3]=1.[NH:22]1[C:30]2[C:25](=[CH:26][CH:27]=[CH:28][CH:29]=2)[C:24]([NH2:31])=[N:23]1. The catalyst is C(O)C. The product is [NH:22]1[C:30]2[C:25](=[CH:26][CH:27]=[CH:28][CH:29]=2)[C:24]([NH:31][C:2]2[C:11]3[C:6](=[CH:7][CH:8]=[CH:9][CH:10]=3)[CH:5]=[C:4]([C:12]3[CH:17]=[CH:16][CH:15]=[CH:14][C:13]=3[C:18]([F:21])([F:20])[F:19])[N:3]=2)=[N:23]1. The yield is 0.270. (2) The reactants are [C:1]([O:5][C:6]([N:8]1[CH2:13][CH2:12][CH:11]([O:14][C:15]2[C:20]([N+:21]([O-])=O)=[C:19]([NH:24][C:25]3[CH:30]=[CH:29][C:28]([S:31]([CH3:34])(=[O:33])=[O:32])=[CH:27][CH:26]=3)[N:18]=[CH:17][N:16]=2)[CH2:10][CH2:9]1)=[O:7])([CH3:4])([CH3:3])[CH3:2]. The catalyst is C(OCC)(=O)C.[Pd]. The product is [C:1]([O:5][C:6]([N:8]1[CH2:13][CH2:12][CH:11]([O:14][C:15]2[C:20]([NH2:21])=[C:19]([NH:24][C:25]3[CH:26]=[CH:27][C:28]([S:31]([CH3:34])(=[O:33])=[O:32])=[CH:29][CH:30]=3)[N:18]=[CH:17][N:16]=2)[CH2:10][CH2:9]1)=[O:7])([CH3:4])([CH3:3])[CH3:2]. The yield is 0.890.